Dataset: Reaction yield outcomes from USPTO patents with 853,638 reactions. Task: Predict the reaction yield, written as a fraction of the theoretical maximum amount of product (1.0 means a 100% yield; for example, 0.34 means a 34% yield). (1) The reactants are [Cl:1][C:2]1[CH:17]=[CH:16][CH:15]=[CH:14][C:3]=1[CH2:4][NH:5][C:6](=[O:13])[C:7]([CH3:12])([CH3:11])[CH2:8][CH2:9][OH:10].[CH2:18]([C:20]1[CH:25]=[CH:24][C:23]([N:26]=[C:27]=[O:28])=[CH:22][CH:21]=1)[CH3:19]. The catalyst is C1COCC1.CN(C1C=CN=CC=1)C. The product is [CH2:18]([C:20]1[CH:25]=[CH:24][C:23]([NH:26][C:27](=[O:28])[O:10][CH2:9][CH2:8][C:7]([CH3:12])([CH3:11])[C:6]([NH:5][CH2:4][C:3]2[CH:14]=[CH:15][CH:16]=[CH:17][C:2]=2[Cl:1])=[O:13])=[CH:22][CH:21]=1)[CH3:19]. The yield is 0.250. (2) The reactants are Br[C:2]1[C:7]([O:8][CH3:9])=[CH:6][CH:5]=[C:4]([N+:10]([O-:12])=[O:11])[N:3]=1.[CH3:13][C:14]1(C)[C:18](C)(C)OB(C(C)=C)O1.[O-]P([O-])([O-])=O.[K+].[K+].[K+].CC(N(C)C)=O. The catalyst is C(OCC)(=O)C.[Cl-].[Na+].O.C1C=CC([P]([Pd]([P](C2C=CC=CC=2)(C2C=CC=CC=2)C2C=CC=CC=2)([P](C2C=CC=CC=2)(C2C=CC=CC=2)C2C=CC=CC=2)[P](C2C=CC=CC=2)(C2C=CC=CC=2)C2C=CC=CC=2)(C2C=CC=CC=2)C2C=CC=CC=2)=CC=1.O. The product is [CH3:9][O:8][C:7]1[C:2]([C:14]([CH3:18])=[CH2:13])=[N:3][C:4]([N+:10]([O-:12])=[O:11])=[CH:5][CH:6]=1. The yield is 0.660. (3) The reactants are [CH3:1][C:2]1[CH:3]=[CH:4][C:5]([O:15][CH2:16][C:17]2[CH:22]=[CH:21][C:20]([F:23])=[CH:19][CH:18]=2)=[C:6]([C:8](=O)[CH2:9][CH2:10][C:11](=O)[CH3:12])[CH:7]=1.[CH3:24][O:25][C:26](=[O:35])[C:27]1[CH:32]=[C:31]([NH2:33])[CH:30]=[C:29]([NH2:34])[CH:28]=1.CC1C=CC(S(O)(=O)=O)=CC=1. The catalyst is CN1C(=O)CCC1.CCOC(C)=O. The product is [CH3:24][O:25][C:26](=[O:35])[C:27]1[CH:28]=[C:29]([NH2:34])[CH:30]=[C:31]([N:33]2[C:11]([CH3:12])=[CH:10][CH:9]=[C:8]2[C:6]2[CH:7]=[C:2]([CH3:1])[CH:3]=[CH:4][C:5]=2[O:15][CH2:16][C:17]2[CH:22]=[CH:21][C:20]([F:23])=[CH:19][CH:18]=2)[CH:32]=1. The yield is 0.500. (4) The reactants are [NH2:1][C:2]1[N:7]=[CH:6][C:5]([OH:8])=[CH:4][CH:3]=1.C(=O)([O-])[O-].[Cs+].[Cs+].[CH2:15]([O:17][C:18](=[O:23])[C:19](Br)([CH3:21])[CH3:20])[CH3:16].CCOC(C)=O. The catalyst is C(#N)C.CCCCCC.O. The product is [CH2:15]([O:17][C:18](=[O:23])[C:19]([O:8][C:5]1[CH:6]=[N:7][C:2]([NH2:1])=[CH:3][CH:4]=1)([CH3:21])[CH3:20])[CH3:16]. The yield is 0.540. (5) The reactants are [S:1]1[CH:5]=[CH:4][C:3]([CH2:6][CH2:7][CH:8](C(O)=O)[C:9]([OH:11])=[O:10])=[CH:2]1.[OH-].[NH4+]. The catalyst is COCCOCCOC. The product is [S:1]1[CH:5]=[CH:4][C:3]([CH2:6][CH2:7][CH2:8][C:9]([OH:11])=[O:10])=[CH:2]1. The yield is 0.950. (6) The reactants are C[Si]([C:5]#[N:6])(C)C.[OH:7][C:8]1[CH:14]=[CH:13][C:11]([NH2:12])=[CH:10][CH:9]=1.[C:15]1(=O)[CH2:18][CH2:17][CH2:16]1.ClCCl. The catalyst is CC(C)=O. The product is [OH:7][C:8]1[CH:14]=[CH:13][C:11]([NH:12][C:15]2([C:5]#[N:6])[CH2:18][CH2:17][CH2:16]2)=[CH:10][CH:9]=1. The yield is 0.960. (7) The reactants are Br[C:2]1[CH:3]=[C:4]([CH3:10])[C:5]([F:9])=[C:6]([CH3:8])[CH:7]=1.[CH3:11][C:12]1([CH3:28])[C:16]([CH3:18])([CH3:17])[O:15][B:14]([B:14]2[O:15][C:16]([CH3:18])([CH3:17])[C:12]([CH3:28])([CH3:11])[O:13]2)[O:13]1.C1(P(C2CCCCC2)C2C=CC=CC=2C2C(OC)=CC=CC=2OC)CCCCC1.C([O-])(=O)C.[K+]. The catalyst is C1C=CC(/C=C/C(/C=C/C2C=CC=CC=2)=O)=CC=1.C1C=CC(/C=C/C(/C=C/C2C=CC=CC=2)=O)=CC=1.C1C=CC(/C=C/C(/C=C/C2C=CC=CC=2)=O)=CC=1.[Pd].[Pd].O1CCOCC1. The product is [F:9][C:5]1[C:4]([CH3:10])=[CH:3][C:2]([B:14]2[O:15][C:16]([CH3:18])([CH3:17])[C:12]([CH3:28])([CH3:11])[O:13]2)=[CH:7][C:6]=1[CH3:8]. The yield is 0.700. (8) The reactants are [CH3:1][O:2][C:3]([NH:5][C@H:6]([C:10]([N:12]1[CH2:16][C@@H:15]([CH3:17])[CH2:14][C@H:13]1[C:18]1[NH:19][C:20]([C:23]2[CH:28]=[C:27]3[CH2:29][O:30][C:31]4[CH:56]=[C:55]5[C:34]([CH:35]=[CH:36][C:37]6[N:41]=[C:40]([C@@H:42]7[CH2:46][C@H:45]([CH3:47])[CH2:44][N:43]7C(OC(C)(C)C)=O)[NH:39][C:38]=65)=[CH:33][C:32]=4[C:26]3=[CH:25][CH:24]=2)=[CH:21][N:22]=1)=[O:11])[CH:7]([CH3:9])[CH3:8])=[O:4].Cl.[CH3:58][O:59][C:60]([NH:62][C@H:63]([C:67]1[CH:72]=[CH:71][CH:70]=[CH:69][CH:68]=1)[C:64]([OH:66])=O)=[O:61].CCOC(C(C#N)=NOC(N1CCOCC1)=[N+](C)C)=O.F[P-](F)(F)(F)(F)F.CCN(C(C)C)C(C)C. The catalyst is C(Cl)Cl.CO.CCOC(C)=O.CN(C=O)C.CO. The product is [CH3:58][O:59][C:60]([NH:62][C@H:63]([C:67]1[CH:72]=[CH:71][CH:70]=[CH:69][CH:68]=1)[C:64]([N:43]1[CH2:44][C@@H:45]([CH3:47])[CH2:46][C@H:42]1[C:40]1[NH:39][C:38]2[C:55]3[C:34]([CH:35]=[CH:36][C:37]=2[N:41]=1)=[CH:33][C:32]1[C:26]2[C:27]([CH2:29][O:30][C:31]=1[CH:56]=3)=[CH:28][C:23]([C:20]1[NH:19][C:18]([C@@H:13]3[CH2:14][C@H:15]([CH3:17])[CH2:16][N:12]3[C:10](=[O:11])[C@@H:6]([NH:5][C:3](=[O:4])[O:2][CH3:1])[CH:7]([CH3:8])[CH3:9])=[N:22][CH:21]=1)=[CH:24][CH:25]=2)=[O:66])=[O:61]. The yield is 0.530. (9) The yield is 0.440. The catalyst is C1COCC1.[Cu]I. The product is [Cl:15][CH2:16][CH2:17][CH2:18][C:10]1[S:6][C:7]2[CH:14]=[CH:13][CH:12]=[CH:11][C:8]=2[CH:9]=1. The reactants are [Li]CCCC.[S:6]1[CH:10]=[CH:9][C:8]2[CH:11]=[CH:12][CH:13]=[CH:14][C:7]1=2.[Cl:15][CH2:16][CH2:17][CH2:18]I.O.